Dataset: Catalyst prediction with 721,799 reactions and 888 catalyst types from USPTO. Task: Predict which catalyst facilitates the given reaction. (1) Reactant: C[O:2][C:3](/[CH:5]=[CH:6]/[C:7]1[CH:8]=[C:9]2[C:13](=[CH:14][CH:15]=1)[NH:12][N:11]=[C:10]2/[CH:16]=[CH:17]/[C:18]1[CH:19]=[N:20][CH:21]=[CH:22][CH:23]=1)=O.[H-].C([Al+]CC(C)C)C(C)C.O.C(C(C(C([O-])=O)O)O)([O-])=O.[K+].[Na+]. Product: [OH:2][CH2:3][CH:5]=[CH:6][C:7]1[CH:8]=[C:9]2[C:13](=[CH:14][CH:15]=1)[NH:12][N:11]=[C:10]2/[CH:16]=[CH:17]/[C:18]1[CH:19]=[N:20][CH:21]=[CH:22][CH:23]=1. The catalyst class is: 526. (2) Reactant: [NH2:1][CH2:2][C:3]1[CH:30]=[CH:29][C:6]([C:7]([NH:9][C:10]2[C:15]([CH3:16])=[CH:14][C:13]([C:17]([F:26])([C:22]([F:25])([F:24])[F:23])[C:18]([F:21])([F:20])[F:19])=[CH:12][C:11]=2[CH2:27][CH3:28])=[O:8])=[CH:5][CH:4]=1.[C:31](OC(=O)C)(=[O:33])[CH3:32]. Product: [C:31]([NH:1][CH2:2][C:3]1[CH:4]=[CH:5][C:6]([C:7]([NH:9][C:10]2[C:15]([CH3:16])=[CH:14][C:13]([C:17]([F:26])([C:18]([F:19])([F:20])[F:21])[C:22]([F:23])([F:24])[F:25])=[CH:12][C:11]=2[CH2:27][CH3:28])=[O:8])=[CH:29][CH:30]=1)(=[O:33])[CH3:32]. The catalyst class is: 30. (3) Reactant: [CH3:1][O:2][C:3](=[O:22])[C@H:4]([OH:21])[CH2:5][NH:6][C:7]1[CH:8]=[C:9]2[C:13](=[CH:14][CH:15]=1)[N:12]([CH:16]([CH2:18][CH3:19])[CH3:17])[C:11](=[O:20])[CH2:10]2.[C:23](OCC)(=[O:25])C. Product: [CH3:1][O:2][C:3]([C@@H:4]1[O:21][C:23](=[O:25])[N:6]([C:7]2[CH:8]=[C:9]3[C:13](=[CH:14][CH:15]=2)[N:12]([CH:16]([CH2:18][CH3:19])[CH3:17])[C:11](=[O:20])[CH2:10]3)[CH2:5]1)=[O:22]. The catalyst class is: 10. (4) Product: [CH2:15]([O:14][N:13]=[CH:12][C:5]1([C:3]([OH:4])=[O:2])[CH2:11][CH2:10][CH2:9][CH2:8][CH2:7][CH2:6]1)[C:16]1[CH:21]=[CH:20][CH:19]=[CH:18][CH:17]=1. Reactant: C[O:2][C:3]([C:5]1([CH:12]=[N:13][O:14][CH2:15][C:16]2[CH:21]=[CH:20][CH:19]=[CH:18][CH:17]=2)[CH2:11][CH2:10][CH2:9][CH2:8][CH2:7][CH2:6]1)=[O:4].O.[OH-].[Li+]. The catalyst class is: 20. (5) Reactant: [OH:1][CH2:2][CH2:3][NH:4][CH2:5][CH2:6][C:7]#[N:8].[Cl:9][CH2:10][C:11](Cl)=[O:12]. Product: [Cl:9][CH2:10][C:11]([N:4]([CH2:5][CH2:6][C:7]#[N:8])[CH2:3][CH2:2][OH:1])=[O:12]. The catalyst class is: 4. (6) Reactant: [CH2:1]([N:8]1[CH2:26][CH2:25][C:11]2([N:15]([C:16]3[CH:21]=[CH:20][CH:19]=[C:18]([F:22])[CH:17]=3)[C:14](=[O:23])[CH2:13][C:12]2=O)[CH2:10][CH2:9]1)[C:2]1[CH:7]=[CH:6][CH:5]=[CH:4][CH:3]=1.Br.Br[CH2:29][CH2:30][CH2:31][NH2:32].N1C(C)=CC=CC=1C. Product: [CH2:1]([N:8]1[CH2:26][CH2:25][C:11]2([C:12]3[NH:32][CH2:31][CH2:30][CH2:29][C:13]=3[C:14](=[O:23])[N:15]2[C:16]2[CH:21]=[CH:20][CH:19]=[C:18]([F:22])[CH:17]=2)[CH2:10][CH2:9]1)[C:2]1[CH:3]=[CH:4][CH:5]=[CH:6][CH:7]=1. The catalyst class is: 32. (7) Reactant: [NH2:1][C:2]1[N:7]=[C:6]([C:8]2[O:9][CH:10]=[CH:11][C:12]=2[CH3:13])[C:5]([C:14]#[N:15])=[C:4](SC)[N:3]=1.[OH:18][CH2:19][C:20]1[CH:25]=[CH:24][CH:23]=[CH:22][N:21]=1.C1CCN2C(=NCCC2)CC1. Product: [NH2:1][C:2]1[N:7]=[C:6]([C:8]2[O:9][CH:10]=[CH:11][C:12]=2[CH3:13])[C:5]([C:14]#[N:15])=[C:4]([O:18][CH2:19][C:20]2[CH:25]=[CH:24][CH:23]=[CH:22][N:21]=2)[N:3]=1. The catalyst class is: 57. (8) Reactant: [H-].[Na+].[OH:3][CH2:4][C:5](=[O:10])[C:6]([CH3:9])([CH3:8])[CH3:7].Br[C:12]1[CH:19]=[CH:18][C:15]([C:16]#[N:17])=[CH:14][N:13]=1.CCOC(C)=O. Product: [CH3:7][C:6]([CH3:9])([CH3:8])[C:5](=[O:10])[CH2:4][O:3][C:12]1[N:13]=[CH:14][C:15]([C:16]#[N:17])=[CH:18][CH:19]=1. The catalyst class is: 18. (9) Reactant: [CH2:1]([O:8][C:9]1[CH:10]=[C:11]([CH:14]=[CH:15][C:16]=1[OH:17])[CH:12]=[O:13])[C:2]1[CH:7]=[CH:6][CH:5]=[CH:4][CH:3]=1.[I:18]I.Cl. Product: [CH2:1]([O:8][C:9]1[CH:10]=[C:11]([CH:14]=[C:15]([I:18])[C:16]=1[OH:17])[CH:12]=[O:13])[C:2]1[CH:3]=[CH:4][CH:5]=[CH:6][CH:7]=1. The catalyst class is: 74.